From a dataset of Forward reaction prediction with 1.9M reactions from USPTO patents (1976-2016). Predict the product of the given reaction. (1) Given the reactants [NH2:1][C:2]1[C:7]([Cl:8])=[C:6]([CH3:9])[N:5]=[C:4]([CH3:10])[N:3]=1.CC(C)([O-])C.[K+].[CH2:17]([O:24][C:25]1[CH:32]=[CH:31][C:28]([CH2:29]Cl)=[CH:27][C:26]=1[O:33][CH2:34][CH:35]1[CH2:37][CH2:36]1)[C:18]1[CH:23]=[CH:22][CH:21]=[CH:20][CH:19]=1.O, predict the reaction product. The product is: [CH2:17]([O:24][C:25]1[CH:32]=[CH:31][C:28]([CH2:29][NH:1][C:2]2[C:7]([Cl:8])=[C:6]([CH3:9])[N:5]=[C:4]([CH3:10])[N:3]=2)=[CH:27][C:26]=1[O:33][CH2:34][CH:35]1[CH2:37][CH2:36]1)[C:18]1[CH:19]=[CH:20][CH:21]=[CH:22][CH:23]=1. (2) Given the reactants [CH3:1][CH:2]1[C:8]2=[C:9]3[C:13](=[CH:14][CH:15]=[C:7]2[O:6][CH2:5][CH2:4][N:3]1[C:16]([O:18][C:19]([CH3:22])([CH3:21])[CH3:20])=[O:17])[NH:12][CH:11]=[CH:10]3.[H-].[Na+].[F:25][C:26]1[CH:31]=[CH:30][CH:29]=[C:28]([F:32])[C:27]=1[S:33](Cl)(=[O:35])=[O:34], predict the reaction product. The product is: [F:25][C:26]1[CH:31]=[CH:30][CH:29]=[C:28]([F:32])[C:27]=1[S:33]([N:12]1[C:13]2[C:9](=[C:8]3[CH:2]([CH3:1])[N:3]([C:16]([O:18][C:19]([CH3:21])([CH3:20])[CH3:22])=[O:17])[CH2:4][CH2:5][O:6][C:7]3=[CH:15][CH:14]=2)[CH:10]=[CH:11]1)(=[O:35])=[O:34]. (3) Given the reactants [H-].[Al+3].[Li+].[H-].[H-].[H-].[CH3:7][N:8]([CH3:26])[C:9]1([C:19]2[CH:24]=[CH:23][CH:22]=[C:21]([F:25])[CH:20]=2)[CH2:14][CH2:13][C:12]([CH3:18])([CH:15]=[N:16]O)[CH2:11][CH2:10]1, predict the reaction product. The product is: [NH2:16][CH2:15][C:12]1([CH3:18])[CH2:11][CH2:10][C:9]([N:8]([CH3:26])[CH3:7])([C:19]2[CH:24]=[CH:23][CH:22]=[C:21]([F:25])[CH:20]=2)[CH2:14][CH2:13]1. (4) Given the reactants [Cl:1][C:2]1[CH:11]=[C:10]2[C:5]([C:6]([N:12]3[CH2:17][CH2:16][N:15]([C:18]([O:20][C:21]([CH3:24])([CH3:23])[CH3:22])=[O:19])[CH2:14][CH2:13]3)=[CH:7][CH:8]=[N:9]2)=[CH:4][C:3]=1I.[Cl:26][C:27]1[CH:32]=[CH:31][CH:30]=[CH:29][C:28]=1B(O)O.C([O-])([O-])=O.[Na+].[Na+], predict the reaction product. The product is: [Cl:1][C:2]1[CH:11]=[C:10]2[C:5]([C:6]([N:12]3[CH2:17][CH2:16][N:15]([C:18]([O:20][C:21]([CH3:24])([CH3:23])[CH3:22])=[O:19])[CH2:14][CH2:13]3)=[CH:7][CH:8]=[N:9]2)=[CH:4][C:3]=1[C:28]1[CH:29]=[CH:30][CH:31]=[CH:32][C:27]=1[Cl:26]. (5) Given the reactants [C:1]([C:3]1[CH:8]=[CH:7][C:6]([C:9]2[N:10]([CH2:22][CH2:23][NH:24]C(=O)OC(C)(C)C)[CH:11]=[CH:12][C:13]=2[C:14]2[CH:19]=[CH:18][C:17]([O:20][CH3:21])=[CH:16][CH:15]=2)=[C:5]([CH3:32])[CH:4]=1)#[N:2], predict the reaction product. The product is: [NH2:24][CH2:23][CH2:22][N:10]1[CH:11]=[CH:12][C:13]([C:14]2[CH:15]=[CH:16][C:17]([O:20][CH3:21])=[CH:18][CH:19]=2)=[C:9]1[C:6]1[CH:7]=[CH:8][C:3]([C:1]#[N:2])=[CH:4][C:5]=1[CH3:32].